This data is from Retrosynthesis with 50K atom-mapped reactions and 10 reaction types from USPTO. The task is: Predict the reactants needed to synthesize the given product. (1) Given the product CCCCCCCCCCCCCCCCCCNC(=O)Oc1ccccc1CCC(=O)NCCCN(C)C, predict the reactants needed to synthesize it. The reactants are: CCCCCCCCCCCCCCCCCCN=C=O.CN(C)CCCNC(=O)CCc1ccccc1O. (2) Given the product O=C(NCC(=O)N1CCC(Nc2ccccc2Br)CC1)c1cc(-c2ccccc2)[nH]n1, predict the reactants needed to synthesize it. The reactants are: Brc1ccccc1NC1CCNCC1.O=C(O)CNC(=O)c1cc(-c2ccccc2)[nH]n1. (3) The reactants are: CN1C(=O)C(F)(F)CN(C2CCCC2)c2nc(Cl)ncc21.Nc1ccc2c(c1)NC(=O)CO2. Given the product CN1C(=O)C(F)(F)CN(C2CCCC2)c2nc(Nc3ccc4c(c3)NC(=O)CO4)ncc21, predict the reactants needed to synthesize it. (4) Given the product CC(C)(C)OC(=O)N1CCC2(CC1)CNCC(F)(F)O2, predict the reactants needed to synthesize it. The reactants are: CC(C)(C)OC(=O)N1CCC2(CC1)CNC(=O)C(F)(F)O2. (5) Given the product CCC1C=C(C)C(F)C(C)CC(OC)C2OC(O)(C(=O)C(=O)N3CCCCC3C(=O)OC(C(C)=CC3CCC(N=[N+]=[N-])C(OC)C3)C(C)CCC1=O)C(C)CC2OC, predict the reactants needed to synthesize it. The reactants are: CCC1C=C(C)C(F)C(C)CC(OC)C2OC(O)(C(=O)C(=O)N3CCCCC3C(=O)OC(C(C)=CC3CCC(N=[N+]=[N-])C(O)C3)C(C)CCC1=O)C(C)CC2OC.CI. (6) Given the product NC(=O)c1c[nH]c2cc([N+](=O)[O-])ccc12, predict the reactants needed to synthesize it. The reactants are: N.O=C(O)c1c[nH]c2cc([N+](=O)[O-])ccc12. (7) Given the product O=C(O)[C@H]1CCc2ccc(O)cc2C1, predict the reactants needed to synthesize it. The reactants are: COc1ccc2c(c1)C[C@@H](C(=O)O)CC2. (8) Given the product O=C(O)c1cc2sc(-c3ccccc3)cc2[nH]1, predict the reactants needed to synthesize it. The reactants are: CCOC(=O)c1cc2sc(-c3ccccc3)cc2[nH]1. (9) Given the product C=C(C)CNC[C@@H]1CN(C(=O)OC(C)(C)C)C[C@H]1Cc1ccccc1, predict the reactants needed to synthesize it. The reactants are: C=C(C)CN.CC(C)(C)OC(=O)N1C[C@@H](C=O)[C@H](Cc2ccccc2)C1.